Dataset: Forward reaction prediction with 1.9M reactions from USPTO patents (1976-2016). Task: Predict the product of the given reaction. (1) Given the reactants Cl[C:2]1[C:11]2[C:6](=[CH:7][CH:8]=[C:9]([O:12][CH3:13])[CH:10]=2)[C:5]([OH:14])=[C:4]([C:15]([NH:17][CH2:18][C:19]([OH:21])=[O:20])=[O:16])[N:3]=1.[CH3:22][N:23](C)C(=O)C, predict the reaction product. The product is: [C:22]([C:2]1[C:11]2[C:6](=[CH:7][CH:8]=[C:9]([O:12][CH3:13])[CH:10]=2)[C:5]([OH:14])=[C:4]([C:15]([NH:17][CH2:18][C:19]([OH:21])=[O:20])=[O:16])[N:3]=1)#[N:23]. (2) The product is: [CH3:13][O:12][C:7]1[CH:8]=[CH:9][CH:10]=[C:11]2[C:6]=1[N:5]=[CH:4][C:3]([C:14]([O:16][CH2:17][CH3:18])=[O:15])=[CH:2]2. Given the reactants Cl[C:2]1[C:11]2[C:6](=[C:7]([O:12][CH3:13])[CH:8]=[CH:9][CH:10]=2)[N:5]=[CH:4][C:3]=1[C:14]([O:16][CH2:17][CH3:18])=[O:15], predict the reaction product. (3) Given the reactants [CH2:1]([C:5]1[CH:10]=[CH:9][CH:8]=[CH:7][CH:6]=1)[C:2](=[CH2:4])[CH3:3].C(#N)C.C(=O)([O-])[O-:15].[K+].[K+].OO, predict the reaction product. The product is: [CH3:4][C:2]1([CH2:1][C:5]2[CH:10]=[CH:9][CH:8]=[CH:7][CH:6]=2)[O:15][CH2:3]1. (4) Given the reactants Br[C@@H:2]([CH3:14])[CH2:3][CH2:4][CH2:5][CH2:6][C:7]([O:9][C:10]([CH3:13])([CH3:12])[CH3:11])=[O:8].[N-:15]=[N+:16]=[N-:17].[Na+], predict the reaction product. The product is: [N:15]([C@H:2]([CH3:14])[CH2:3][CH2:4][CH2:5][CH2:6][C:7]([O:9][C:10]([CH3:13])([CH3:12])[CH3:11])=[O:8])=[N+:16]=[N-:17].